From a dataset of Forward reaction prediction with 1.9M reactions from USPTO patents (1976-2016). Predict the product of the given reaction. Given the reactants [CH2:1]([O:3][C:4](=[O:30])[CH2:5][CH2:6][CH2:7][CH2:8][N:9]1[CH2:14][CH2:13][O:12][C@@H:11]([CH2:15][NH:16][C:17](=[O:29])[C:18]2[CH:23]=[C:22]([Cl:24])[C:21]([NH2:25])=[CH:20][C:19]=2[O:26][CH2:27][CH3:28])[CH2:10]1)[CH3:2].[N:31]12CC[CH:34]([CH2:35][CH2:36]1)[CH:33](O)[CH2:32]2.C(OCC)(=O)C, predict the reaction product. The product is: [NH2:25][C:21]1[C:22]([Cl:24])=[CH:23][C:18]([C:17]([NH:16][CH2:15][C@H:11]2[CH2:10][N:9]([CH2:8][CH2:7][CH2:6][CH2:5][C:4]([O:3][C@@H:1]3[CH:34]4[CH2:35][CH2:36][N:31]([CH2:32][CH2:33]4)[CH2:2]3)=[O:30])[CH2:14][CH2:13][O:12]2)=[O:29])=[C:19]([O:26][CH2:27][CH3:28])[CH:20]=1.